From a dataset of Forward reaction prediction with 1.9M reactions from USPTO patents (1976-2016). Predict the product of the given reaction. The product is: [CH:13]1([CH2:16][N:17]2[C:22](=[O:23])[C:21]([CH2:24][C:25]3[CH:30]=[CH:29][C:28]([C:31]4[CH:36]=[CH:35][CH:34]=[CH:33][C:32]=4[C:37]4[NH:3][C:4](=[O:7])[O:5][N:38]=4)=[CH:27][CH:26]=3)=[C:20]([CH2:39][CH2:40][CH3:41])[N:19]3[N:42]=[CH:43][N:44]=[C:18]23)[CH2:14][CH2:15]1. Given the reactants [Cl-].O[NH3+:3].[C:4](=[O:7])([O-])[OH:5].[Na+].CS(C)=O.[CH:13]1([CH2:16][N:17]2[C:22](=[O:23])[C:21]([CH2:24][C:25]3[CH:30]=[CH:29][C:28]([C:31]4[C:32]([C:37]#[N:38])=[CH:33][CH:34]=[CH:35][CH:36]=4)=[CH:27][CH:26]=3)=[C:20]([CH2:39][CH2:40][CH3:41])[N:19]3[N:42]=[CH:43][N:44]=[C:18]23)[CH2:15][CH2:14]1, predict the reaction product.